Dataset: Drug-target binding data from BindingDB using Ki measurements. Task: Regression. Given a target protein amino acid sequence and a drug SMILES string, predict the binding affinity score between them. We predict pKi (pKi = -log10(Ki in M); higher means stronger inhibition). Dataset: bindingdb_ki. (1) The small molecule is Nc1nc2nc(-c3ccccc3)cnc2c(=O)[nH]1. The target protein (P28720) has sequence MVEATAQETDRPRFSFSIAAREGKARTGTIEMKRGVIRTPAFMPVGTAATVKALKPETVRATGADIILGNTYHLMLRPGAERIAKLGGLHSFMGWDRPILTDSGGYQVMSLSSLTKQSEEGVTFKSHLDGSRHMLSPERSIEIQHLLGSDIVMAFDECTPYPATPSRAASSMERSMRWAKRSRDAFDSRKEQAENAALFGIQQGSVFENLRQQSADALAEIGFDGYAVGGLAVGEGQDEMFRVLDFSVPMLPDDKPHYLMGVGKPDDIVGAVERGIDMFDCVLPTRSGRNGQAFTWDGPINIRNARFSEDLTPLDSECHCAVCQKWSRAYIHHLIRAGEILGAMLMTEHNIAFYQQLMQKIRDSISEGRFSQFAQDFRARYFARNS. The pKi is 5.4. (2) The pKi is 6.3. The target protein sequence is MRGARGAWDFLCVLLLLLRVQTGSSQPSVSPGEPSPPSIHPGKSDLIVRVGDEIRLLCTDPGFVKWTFEILDETNENKQNEWITEKAEATNTGKYTCTNKHGLSNSIYVFVRDPAKLFLVDRSLYGKEDNDTLVRCPLTDPEVTNYSLKGCQGKPLPKDLRFIPDPKAGIMIKSVKRAYHRLCLHCSVDQEGKSVLSEKFILKVRPAFKAVPVVSVSKASYLLREGEEFTVTCTIKDVSSSVYSTWKRENSQTKLQEKYNSWHHGDFNYERQATLTISSARVNDSGVFMCYANNTFGSANVTTTLEVVDKGFINIFPMINTTVFVNDGENVDLIVEYEAFPKPEHQQWIYMNRTFTDKWEDYPKSENESNIRYVSELHLTRLKGTEGGTYTFLVSNSDVNAAIAFNVYVNTKPEILTYDRLVNGMLQCVAAGFPEPTIDWYFCPGTEQRCSASVLPVDVQTLNSSGPPFGKLVVQSSIDSSAFKHNGTVECKAYNDVGKT.... The compound is Cc1cc2c(N3CCC(C)(c4nc(C)c(-c5ccc6c(c5)OC(F)(F)O6)[nH]4)CC3)ncnc2[nH]1. (3) The drug is Oc1cccc(Br)c1O. The target protein sequence is METNHITSLHHITICTGTAQGDIDFFVKVMGQRFVKRTLFYDGSIPIYHLYFADELGTPGTVMTTFPTRRTGQKGRKGSNQFTVCTYAIPKGSLEWWIGHLNAHGIATGEPGTRFGQRYVGFQHPDCGIDFEVLEDENDTRQPYDSPYVPIEHAQRGFHSWTASVRELEDMDFFMENCWNFEKIGEEGNRHRYRVKGTTESGTIIDLLHEPDRRQGSWTIAEGIIHHGAFAVPDMDIQARIKFETEGVGFTDFSDRKNRGYFESTYVRTPGGVMFEATHSLGFTHDEDERSLGMDLKVSPQFDDKKHLIEQAMEDDPIVV. The pKi is 4.3. (4) The pKi is 10.0. The drug is c1cncc([C@H]2CC3CCC2N3)c1. The target protein sequence is MGARIPRGARLSANMGARIPCGARLSANMGARIPCGARLSANMGARIPSGARLSANMGARIPRGASLSANMGARIPSGARLSANMGARIPSGARLSANMGARIPRGARLSANMGARAQTLLLLLGGFFSTAFCHIETRAHAEERLLKGLFSGYNKWSRPVANISDAVMVRFGLSIAQLIDVDEKNQMMTTNVWVKQEWHDYKLRWDPLEYENVTSIRIPSELIWRPDIVLYNNADGDFAVTHLTKAHLFHDGRIKWTPPAIYKSSCSIDVTFFPFDQQNCTMKFGSWTYDRAKIDLISMHSHVDQLDYWESGEWVIVNAVGNYNIKKYECCTEIYSDITYSFIIRRLPLFYTINLIIPCLLISCLTVLVFYLPSECGEKITLCISVLLSLTVFLLLITEIIPSTSLVIPLIGEYLLFTMIFVTLFIIITVFVLNVHHRSPRTHTMPAWVRRTFLDVVPRVLFMKRPAKDNCKKLIESLHARSFNPPPRLWSEAEIEPAFA.... (5) The compound is COc1ccc2[nH]cc(CCNC(C)=O)c2c1. The target protein (P35364) has sequence MDLPINLTSFSLSTPSTLEPNRSLDTEALRTSQSFLSAFRVLVLTLLGFLAAATFTWNLLVLATILRVRTFHRVPHNLVASMAISDVLVAVLVMPLSLVHELSGRRWQLGRRLCQLWIACDVLCCTASIWNVTAIALDRYWSITRHLEYTLRARKRVSNVMILLTWALSAVISLAPLLFGWGETYSELSEECQVSREPSYTVFSTVGAFYLPLCVVLFVYWKIYKAAKFRMGSRKTNSVSPIPEAVEVKDASQHPQMVFTVRHATVTFQTEGDTWREQKEQRAALMVGILIGVFVLCWFPFFVTELISPLCSWDIPALWKSIFLWLGYSNSFFNPLIYTAFNRSYSSAFKVFFSKQQ. The pKi is 6.0. (6) The compound is O=C1NCN(c2ccccc2)C12CCN(Cc1ccn(-c3ccccc3)c1)CC2. The target protein (P52703) has sequence MAPLSQLSGHLNYTCGVENSTGASQARPHAYYALSYCALILAIVFGNGLVCMAVLKERALQTTTNYLVVSLAVADLLVATLVMPWVVYLEVTGGVWNFSRVCCDVFVTLDVMMCTASILNLCAISIDRYTAVVMPVHYQHGTGQSSCRRVTLMITAVWVLAFAVSCPLLFGFNTTGDPTVCSISNPDFVIYSSVVSFYLPFGVTVLVYARIYVVLKQRRRKRILTRQNSQCNSVRPGFPQQTLSPDRAHLELKRYYSICQDTALGGPGFQERGGELKREERTRNSLSPTIAPKLSLEVRKLSNGRLSTSLKLGPLQPRGVPLREKKATQMVAIVLGAFIVCWLPFFLTHVLNTHCQTCHVSPELYSATTWLGYVNSALNPVIYTTFNIEFRKAFLKILSC. The pKi is 7.0.